From a dataset of Forward reaction prediction with 1.9M reactions from USPTO patents (1976-2016). Predict the product of the given reaction. (1) Given the reactants ClC1C=C(Cl)C(Cl)=CC=1OCCCC(N1C2C(=C(C3C=NN(CC(OCC)=O)C=3)C=CC=2)CCC1)=O.OCCCC(N1C2C(=C(C3C=NN(CC(OCC)=O)C=3)C=CC=2)CCC1)=O.[Br:64][C:65]1[CH:74]=[CH:73][CH:72]=[C:71]2[C:66]=1[CH2:67][CH2:68][CH2:69][N:70]2[C:75]([C:77]1([CH2:80][OH:81])[CH2:79][CH2:78]1)=[O:76].ClC1C=C(Cl)C(Cl)=CC=1O.[Cl:92][C:93]1[C:94]([CH3:100])=[C:95](O)[CH:96]=[CH:97][CH:98]=1, predict the reaction product. The product is: [Br:64][C:65]1[CH:74]=[CH:73][CH:72]=[C:71]2[C:66]=1[CH2:67][CH2:68][CH2:69][N:70]2[C:75]([C:77]1([CH2:80][O:81][C:95]2[CH:96]=[CH:97][CH:98]=[C:93]([Cl:92])[C:94]=2[CH3:100])[CH2:78][CH2:79]1)=[O:76]. (2) Given the reactants C(OC([N:8]1[CH2:13][CH2:12][N:11]([CH2:14][CH2:15][CH2:16][O:17][C:18]2[CH:27]=[C:26]3[C:21]([C:22]([NH:28][C:29]4[C:34]([Cl:35])=[CH:33][CH:32]=[C:31]5[O:36][CH2:37][O:38][C:30]=45)=[N:23][CH:24]=[N:25]3)=[CH:20][C:19]=2[O:39][CH3:40])[CH2:10][CH2:9]1)=O)(C)(C)C.FC(F)(F)C(O)=O, predict the reaction product. The product is: [ClH:35].[ClH:35].[Cl:35][C:34]1[C:29]([NH:28][C:22]2[C:21]3[C:26](=[CH:27][C:18]([O:17][CH2:16][CH2:15][CH2:14][N:11]4[CH2:10][CH2:9][NH:8][CH2:13][CH2:12]4)=[C:19]([O:39][CH3:40])[CH:20]=3)[N:25]=[CH:24][N:23]=2)=[C:30]2[O:38][CH2:37][O:36][C:31]2=[CH:32][CH:33]=1. (3) The product is: [CH3:1][O:2][C:3]1[C:4]([C:15](=[O:18])[CH2:16][CH3:17])=[C:5]([CH:10]=[C:11]([O:13][CH3:14])[CH:12]=1)[C:6]([OH:8])=[O:7]. Given the reactants [CH3:1][O:2][C:3]1[CH:4]=[C:5]([CH:10]=[C:11]([O:13][CH3:14])[CH:12]=1)[C:6]([O:8]C)=[O:7].[C:15](Cl)(=[O:18])[CH2:16][CH3:17], predict the reaction product.